Task: Regression. Given two drug SMILES strings and cell line genomic features, predict the synergy score measuring deviation from expected non-interaction effect.. Dataset: NCI-60 drug combinations with 297,098 pairs across 59 cell lines (1) Drug 1: CC1=C(C=C(C=C1)NC2=NC=CC(=N2)N(C)C3=CC4=NN(C(=C4C=C3)C)C)S(=O)(=O)N.Cl. Drug 2: CN(CCCl)CCCl.Cl. Cell line: MDA-MB-231. Synergy scores: CSS=18.3, Synergy_ZIP=-1.39, Synergy_Bliss=1.31, Synergy_Loewe=-0.0495, Synergy_HSA=0.0338. (2) Drug 1: C1CN1C2=NC(=NC(=N2)N3CC3)N4CC4. Drug 2: COC1=C2C(=CC3=C1OC=C3)C=CC(=O)O2. Cell line: NCI/ADR-RES. Synergy scores: CSS=42.4, Synergy_ZIP=-1.11, Synergy_Bliss=-3.13, Synergy_Loewe=-22.5, Synergy_HSA=-4.71.